This data is from Full USPTO retrosynthesis dataset with 1.9M reactions from patents (1976-2016). The task is: Predict the reactants needed to synthesize the given product. (1) The reactants are: [CH2:1]([NH:4][C:5]1[C:14]2[C:9](=[CH:10][CH:11]=[C:12]([N+:15]([O-:17])=[O:16])[CH:13]=2)[N:8]=[C:7](Cl)[N:6]=1)[CH:2]=[CH2:3].Cl.[N:20]1[CH:25]=[CH:24][CH:23]=[CH:22][C:21]=1[CH2:26][NH2:27].C(N(CC)CC)C.O. Given the product [CH2:1]([NH:4][C:5]1[C:14]2[C:9](=[CH:10][CH:11]=[C:12]([N+:15]([O-:17])=[O:16])[CH:13]=2)[N:8]=[C:7]([NH:27][CH2:26][C:21]2[CH:22]=[CH:23][CH:24]=[CH:25][N:20]=2)[N:6]=1)[CH:2]=[CH2:3], predict the reactants needed to synthesize it. (2) Given the product [C:1]([O:5][C:6]([NH:8][C@H:9]([C:14]([N:16]1[C@@H:23]([C:24]#[CH:25])[CH2:22][CH2:21][C@H:17]1[C:18]([NH2:27])=[O:19])=[O:15])[CH2:10][CH:11]([CH3:13])[CH3:12])=[O:7])([CH3:3])([CH3:4])[CH3:2], predict the reactants needed to synthesize it. The reactants are: [C:1]([O:5][C:6]([NH:8][C@H:9]([C:14]([N:16]1[C@@H:23]([C:24]#[CH:25])[CH2:22][CH2:21][C@H:17]1[C:18](O)=[O:19])=[O:15])[CH2:10][CH:11]([CH3:13])[CH3:12])=[O:7])([CH3:4])([CH3:3])[CH3:2].C[N:27]1CCOCC1.ClC(OCC(C)C)=O.N.Cl. (3) Given the product [NH:45]1[C:46]2[C:51](=[CH:50][CH:49]=[CH:48][CH:47]=2)[C:43]([C:18]2[N:19]=[C:20]([N:23]3[CH2:28][CH2:27][O:26][CH2:25][CH2:24]3)[C:21]3[S:22][C:14]([CH2:13][N:10]4[CH2:9][CH2:8][N:7]([C:2]([CH3:1])([CH3:6])[C:3]([NH2:5])=[O:4])[CH2:12][CH2:11]4)=[CH:15][C:16]=3[N:17]=2)=[N:44]1, predict the reactants needed to synthesize it. The reactants are: [CH3:1][C:2]([N:7]1[CH2:12][CH2:11][N:10]([CH2:13][C:14]2[S:22][C:21]3[C:20]([N:23]4[CH2:28][CH2:27][O:26][CH2:25][CH2:24]4)=[N:19][C:18]([Sn](CCCC)(CCCC)CCCC)=[N:17][C:16]=3[CH:15]=2)[CH2:9][CH2:8]1)([CH3:6])[C:3]([NH2:5])=[O:4].Br[C:43]1[C:51]2[C:46](=[CH:47][CH:48]=[CH:49][CH:50]=2)[NH:45][N:44]=1. (4) Given the product [F:26][C:27]1[CH:37]=[CH:36][C:30]([CH2:31][C:32]2[CH:35]=[C:8]([C:9]([O:11][CH2:12][CH3:13])=[O:10])[C:2]([C:3]([O:5][CH2:6][CH3:7])=[O:4])=[N:1][CH:33]=2)=[CH:29][CH:28]=1, predict the reactants needed to synthesize it. The reactants are: [NH2:1]/[C:2](=[CH:8]\[C:9]([O:11][CH2:12][CH3:13])=[O:10])/[C:3]([O:5][CH2:6][CH3:7])=[O:4].CC1C=CC(S(O)(=O)=O)=CC=1.O.[F:26][C:27]1[CH:37]=[CH:36][C:30]([CH2:31][C:32](=[CH2:35])[CH:33]=O)=[CH:29][CH:28]=1.